Task: Predict which catalyst facilitates the given reaction.. Dataset: Catalyst prediction with 721,799 reactions and 888 catalyst types from USPTO (1) Reactant: CC(C)([O-])C.[K+].[CH3:7][N:8]1[CH:12]=[CH:11][C:10]([NH2:13])=[N:9]1.F[C:15]1[CH:20]=[C:19]([F:21])[CH:18]=[CH:17][C:16]=1[N+:22]([O-:24])=[O:23].[NH4+].[Cl-]. Product: [F:21][C:19]1[CH:18]=[CH:17][C:16]([N+:22]([O-:24])=[O:23])=[C:15]([NH:13][C:10]2[CH:11]=[CH:12][N:8]([CH3:7])[N:9]=2)[CH:20]=1. The catalyst class is: 1. (2) Reactant: [Cl:1][C:2]1[C:22]([OH:23])=[CH:21][C:5]2[C:6]([C:9]([C:11]3[CH:16]=[CH:15][C:14]([O:17][CH3:18])=[C:13]([O:19][CH3:20])[CH:12]=3)=[O:10])=[CH:7][O:8][C:4]=2[C:3]=1[Cl:24].[N+]([O-])(O)=[O:26].O.C(Cl)(Cl)Cl.CO. Product: [Cl:1][C:2]1[C:22](=[O:23])[C:21](=[O:26])[C:5]2[C:6]([C:9](=[O:10])[C:11]3[CH:16]=[CH:15][C:14]([O:17][CH3:18])=[C:13]([O:19][CH3:20])[CH:12]=3)=[CH:7][O:8][C:4]=2[C:3]=1[Cl:24]. The catalyst class is: 15.